From a dataset of Forward reaction prediction with 1.9M reactions from USPTO patents (1976-2016). Predict the product of the given reaction. (1) Given the reactants Cl[C:2]1[C:7](Cl)=[N:6][CH:5]=[CH:4][N:3]=1.[CH3:9][O-:10].[Na+].C1[C:17](=[O:18])N(Br)C(=O)C1.[Cu]([C:23]#[N:24])C#N.Cl, predict the reaction product. The product is: [CH3:9][O:10][C:2]1[C:7]([O:18][CH3:17])=[N:6][C:5]([CH2:23][NH2:24])=[CH:4][N:3]=1. (2) Given the reactants Cl.[NH2:2][CH2:3][CH2:4][NH:5][C:6]([C:8]1[N:9]=[CH:10][C:11]([CH3:15])=[N+:12]([O-:14])[CH:13]=1)=[O:7].[C:16](O)(=[O:36])[CH2:17][CH2:18][CH2:19]/[CH:20]=[CH:21]\[CH2:22]/[CH:23]=[CH:24]\[CH2:25]/[CH:26]=[CH:27]\[CH2:28]/[CH:29]=[CH:30]\[CH2:31]/[CH:32]=[CH:33]\[CH2:34][CH3:35].CN(C(ON1N=NC2C=CC=NC1=2)=[N+](C)C)C.F[P-](F)(F)(F)(F)F.CCN(C(C)C)C(C)C, predict the reaction product. The product is: [C:16]([NH:2][CH2:3][CH2:4][NH:5][C:6]([C:8]1[N:9]=[CH:10][C:11]([CH3:15])=[N+:12]([O-:14])[CH:13]=1)=[O:7])(=[O:36])[CH2:17][CH2:18][CH2:19]/[CH:20]=[CH:21]\[CH2:22]/[CH:23]=[CH:24]\[CH2:25]/[CH:26]=[CH:27]\[CH2:28]/[CH:29]=[CH:30]\[CH2:31]/[CH:32]=[CH:33]\[CH2:34][CH3:35]. (3) Given the reactants I([O-])(=O)(=O)=[O:2].[Na+].[CH2:7]([O:9][C:10]([C:12]1[C:21]2[C:16](=[CH:17][CH:18]=[CH:19][CH:20]=2)[N:15]=[C:14]([C:22]2[O:23]C=CC=2)[CH:13]=1)=[O:11])[CH3:8], predict the reaction product. The product is: [CH2:7]([O:9][C:10]([C:12]1[C:21]2[C:16](=[CH:17][CH:18]=[CH:19][CH:20]=2)[N:15]=[C:14]([C:22]([OH:23])=[O:2])[CH:13]=1)=[O:11])[CH3:8]. (4) Given the reactants Cl[C:2]1[CH:7]=[C:6]([CH3:8])[C:5]([O:9][CH3:10])=[CH:4][C:3]=1[N+:11]([O-:13])=[O:12].[Cu](C#N)[C:15]#[N:16], predict the reaction product. The product is: [CH3:10][O:9][C:5]1[C:6]([CH3:8])=[CH:7][C:2]([C:15]#[N:16])=[C:3]([N+:11]([O-:13])=[O:12])[CH:4]=1. (5) Given the reactants [Cl:1][C:2]1[CH:3]=[CH:4][C:5]([O:10][C@H:11]([C:13]2[N:17]([CH3:18])[C:16]([C:19]3[CH:24]=[CH:23][CH:22]=[CH:21][C:20]=3[C:25]([F:28])([F:27])[F:26])=[N:15][N:14]=2)[CH3:12])=[C:6]([CH:9]=1)[C:7]#N.C1(C)C=CC=CC=1.CC(C[AlH]CC(C)C)C.C1(C)C=CC=CC=1.[C@H](O)(C([O-])=O)[C@@H](O)C([O-])=[O:55].[Na+].[K+], predict the reaction product. The product is: [ClH:1].[Cl:1][C:2]1[CH:3]=[CH:4][C:5]([O:10][C@H:11]([C:13]2[N:17]([CH3:18])[C:16]([C:19]3[CH:24]=[CH:23][CH:22]=[CH:21][C:20]=3[C:25]([F:28])([F:27])[F:26])=[N:15][N:14]=2)[CH3:12])=[C:6]([CH:9]=1)[CH:7]=[O:55].